Task: Regression. Given a peptide amino acid sequence and an MHC pseudo amino acid sequence, predict their binding affinity value. This is MHC class I binding data.. Dataset: Peptide-MHC class I binding affinity with 185,985 pairs from IEDB/IMGT (1) The peptide sequence is RRFTVRFHQ. The MHC is HLA-B27:05 with pseudo-sequence HLA-B27:05. The binding affinity (normalized) is 0.520. (2) The peptide sequence is EKDSNHNVL. The MHC is HLA-B18:01 with pseudo-sequence HLA-B18:01. The binding affinity (normalized) is 0.0847. (3) The peptide sequence is ASITPNNLNK. The MHC is HLA-A11:01 with pseudo-sequence HLA-A11:01. The binding affinity (normalized) is 0.990. (4) The peptide sequence is GYGAGVAGAL. The MHC is Patr-A0901 with pseudo-sequence Patr-A0901. The binding affinity (normalized) is 0.124. (5) The peptide sequence is VALFSSCPVAY. The MHC is HLA-B51:01 with pseudo-sequence HLA-B51:01. The binding affinity (normalized) is 0.0847. (6) The peptide sequence is RAFGRDWRY. The MHC is HLA-A69:01 with pseudo-sequence HLA-A69:01. The binding affinity (normalized) is 0.0847. (7) The peptide sequence is WDEWVVEV. The MHC is Mamu-B01 with pseudo-sequence Mamu-B01. The binding affinity (normalized) is 0.